This data is from Reaction yield outcomes from USPTO patents with 853,638 reactions. The task is: Predict the reaction yield, written as a fraction of the theoretical maximum amount of product (1.0 means a 100% yield; for example, 0.34 means a 34% yield). The reactants are [Br:1][C:2]1[N:3]=[C:4]([CH:18]2[CH2:20][CH2:19]2)[NH:5][C:6]=1[C:7]1[CH:12]=[CH:11][N:10]=[C:9]([NH:13][CH2:14][C@@H:15]([NH2:17])[CH3:16])[N:8]=1.C1COCC1.O.C([O-])(O)=O.[Na+].Cl[C:33]([O:35][CH3:36])=[O:34]. The catalyst is O. The product is [Br:1][C:2]1[N:3]=[C:4]([CH:18]2[CH2:20][CH2:19]2)[NH:5][C:6]=1[C:7]1[CH:12]=[CH:11][N:10]=[C:9]([NH:13][CH2:14][C@@H:15]([NH:17][C:33](=[O:34])[O:35][CH3:36])[CH3:16])[N:8]=1. The yield is 0.890.